This data is from Buchwald-Hartwig C-N cross coupling reaction yields with 55,370 reactions. The task is: Predict the reaction yield, written as a fraction of the theoretical maximum amount of product (1.0 means a 100% yield; for example, 0.34 means a 34% yield). (1) The reactants are COc1ccc(I)cc1.Cc1ccc(N)cc1.O=S(=O)(O[Pd]1c2ccccc2-c2ccccc2N~1)C(F)(F)F.COc1ccc(OC)c(P([C@]23C[C@H]4C[C@H](C[C@H](C4)C2)C3)[C@]23C[C@H]4C[C@H](C[C@H](C4)C2)C3)c1-c1c(C(C)C)cc(C(C)C)cc1C(C)C.CN1CCCN2CCCN=C12.CCOC(=O)c1cnoc1C. No catalyst specified. The product is COc1ccc(Nc2ccc(C)cc2)cc1. The yield is 0.251. (2) The reactants are CCc1ccc(I)cc1.Cc1ccc(N)cc1.O=S(=O)(O[Pd]1c2ccccc2-c2ccccc2N~1)C(F)(F)F.CC(C)c1cc(C(C)C)c(-c2ccccc2P(C(C)(C)C)C(C)(C)C)c(C(C)C)c1.CN(C)C(=NC(C)(C)C)N(C)C.c1ccc2nocc2c1. No catalyst specified. The product is CCc1ccc(Nc2ccc(C)cc2)cc1. The yield is 0.304.